From a dataset of Retrosynthesis with 50K atom-mapped reactions and 10 reaction types from USPTO. Predict the reactants needed to synthesize the given product. (1) Given the product Nc1ccc2c(cnn2Cc2ccccn2)c1, predict the reactants needed to synthesize it. The reactants are: O=[N+]([O-])c1ccc2c(cnn2Cc2ccccn2)c1. (2) Given the product CCCC[Sn](CCCC)(CCCC)c1cnn(C)c1, predict the reactants needed to synthesize it. The reactants are: CCCC[Sn](Cl)(CCCC)CCCC.Cn1cc(Br)cn1.